Dataset: hERG potassium channel inhibition data for cardiac toxicity prediction from Karim et al.. Task: Regression/Classification. Given a drug SMILES string, predict its toxicity properties. Task type varies by dataset: regression for continuous values (e.g., LD50, hERG inhibition percentage) or binary classification for toxic/non-toxic outcomes (e.g., AMES mutagenicity, cardiotoxicity, hepatotoxicity). Dataset: herg_karim. (1) The molecule is COc1ccc(C2CCC(N3CC(NC(=O)CNC(=O)c4cccc(C(F)(F)F)c4)C3)CC2)cn1. The result is 1 (blocker). (2) The compound is O=C(O)[C@H](Cc1ccccn1)N1CCC(CN2CCC(Oc3ccc(CO)c(Cl)c3)CC2)CC1. The result is 0 (non-blocker). (3) The molecule is O=C(CNC(=O)c1cccc(C(F)(F)F)c1)NC1CCN(C2CCC(O)(c3ncccn3)CC2)C1. The result is 0 (non-blocker). (4) The result is 1 (blocker). The compound is O=C(NC[C@@H](O)CN1CCC(Oc2ccc(Cl)c(Cl)c2)CC1)c1c[nH]c(=O)c2cc(S(=O)(=O)NC3CC3)ccc12. (5) The compound is C[C@H]1CCCCN1CCCNCc1ccc(CNCCCN2CCCC[C@H]2C)cc1. The result is 0 (non-blocker). (6) The molecule is NC(=O)c1cc2cc(C3(Cc4ccccc4)CCNC3)ccc2[nH]1. The result is 0 (non-blocker). (7) The drug is COc1cc(C(C)C)c2c(c1)S(=O)(=O)N(COc1cc(=O)n3cccc(OCCN4CCCCC4)c3n1)C2=O. The result is 0 (non-blocker). (8) The molecule is COc1ccc2ccc(=O)n(CCN3CCC(NCc4cc5c(cn4)OCCO5)CC3)c2c1. The result is 0 (non-blocker).